From a dataset of Reaction yield outcomes from USPTO patents with 853,638 reactions. Predict the reaction yield, written as a fraction of the theoretical maximum amount of product (1.0 means a 100% yield; for example, 0.34 means a 34% yield). (1) The reactants are [CH3:1][C:2]1[CH:7]=[C:6]([C:8]2[CH:13]=[CH:12][CH:11]=[C:10]([O:14][C:15]([F:18])([F:17])[F:16])[CH:9]=2)[CH:5]=[CH:4][N:3]=1.[Li+].CC([N-]C(C)C)C.[C:27](=O)([O:30]C)[O:28][CH3:29]. The catalyst is C1COCC1. The product is [F:17][C:15]([F:16])([F:18])[O:14][C:10]1[CH:9]=[C:8]([C:6]2[CH:5]=[CH:4][N:3]=[C:2]([CH2:1][C:27]([O:28][CH3:29])=[O:30])[CH:7]=2)[CH:13]=[CH:12][CH:11]=1. The yield is 0.920. (2) The reactants are [C:1]([O:5][C:6](=[O:31])[CH2:7][O:8][C:9]1[C:14]2[CH2:15][CH2:16][CH2:17][CH2:18][CH:19]([NH:20][S:21]([C:24]3[CH:29]=[CH:28][C:27](I)=[CH:26][CH:25]=3)(=[O:23])=[O:22])[C:13]=2[CH:12]=[CH:11][CH:10]=1)([CH3:4])([CH3:3])[CH3:2].[CH3:32][S:33][C:34]1[CH:35]=[C:36](B(O)O)[CH:37]=[CH:38][CH:39]=1.C([O-])([O-])=O.[K+].[K+]. The catalyst is O1CCOCC1.C1C=CC([P]([Pd]([P](C2C=CC=CC=2)(C2C=CC=CC=2)C2C=CC=CC=2)([P](C2C=CC=CC=2)(C2C=CC=CC=2)C2C=CC=CC=2)[P](C2C=CC=CC=2)(C2C=CC=CC=2)C2C=CC=CC=2)(C2C=CC=CC=2)C2C=CC=CC=2)=CC=1. The product is [C:1]([O:5][C:6](=[O:31])[CH2:7][O:8][C:9]1[C:14]2[CH2:15][CH2:16][CH2:17][CH2:18][CH:19]([NH:20][S:21]([C:24]3[CH:29]=[CH:28][C:27]([C:38]4[CH:37]=[CH:36][CH:35]=[C:34]([S:33][CH3:32])[CH:39]=4)=[CH:26][CH:25]=3)(=[O:23])=[O:22])[C:13]=2[CH:12]=[CH:11][CH:10]=1)([CH3:4])([CH3:3])[CH3:2]. The yield is 0.650. (3) The reactants are [CH3:1][C:2]1[N:3]=[C:4]([C:7]#[N:8])[S:5][CH:6]=1.[C:9](OC)(=[O:17])[C:10]1[C:11](=[CH:13][CH:14]=[CH:15][CH:16]=1)[SH:12].C(N(CC)CC)C. The catalyst is C1(C)C=CC=CC=1. The product is [CH3:1][C:2]1[N:3]=[C:4]([C:7]2[S:12][C:11]3[CH:13]=[CH:14][CH:15]=[CH:16][C:10]=3[C:9](=[O:17])[N:8]=2)[S:5][CH:6]=1. The yield is 0.490. (4) The yield is 0.820. The product is [F:19][CH:17]([F:18])[C:14]1[CH:13]=[CH:12][C:11]([C:8]([F:9])([F:10])[CH2:7][N:22]2[CH2:23][CH2:24][CH:25]([NH:28][C:29](=[O:35])[O:30][C:31]([CH3:33])([CH3:32])[CH3:34])[CH2:26][CH2:27]2)=[CH:16][CH:15]=1. The reactants are FC(F)(F)S(O[CH2:7][C:8]([C:11]1[CH:16]=[CH:15][C:14]([CH:17]([F:19])[F:18])=[CH:13][CH:12]=1)([F:10])[F:9])(=O)=O.[NH:22]1[CH2:27][CH2:26][CH:25]([NH:28][C:29](=[O:35])[O:30][C:31]([CH3:34])([CH3:33])[CH3:32])[CH2:24][CH2:23]1.CCN(C(C)C)C(C)C. The catalyst is C(Cl)Cl. (5) The reactants are S([O-])(O[O-])(=O)=[O:2].[K+].[K+].[F:9][C:10]1[CH:11]=[C:12]([C:20]2[C:21]([C:26]3[CH:31]=[CH:30][CH:29]=[CH:28][CH:27]=3)=[N:22][O:23][C:24]=2[CH3:25])[CH:13]=[C:14]([F:19])[C:15]=1[S:16]([CH3:18])=[O:17].O.O.O.O.O.O.C(O[O-])(=O)C1C(=CC=CC=1)C([O-])=O.[Mg+2]. The catalyst is O.CO.ClCCl. The product is [F:19][C:14]1[CH:13]=[C:12]([C:20]2[C:21]([C:26]3[CH:31]=[CH:30][CH:29]=[CH:28][CH:27]=3)=[N:22][O:23][C:24]=2[CH3:25])[CH:11]=[C:10]([F:9])[C:15]=1[S:16]([CH3:18])(=[O:2])=[O:17]. The yield is 0.930.